This data is from Retrosynthesis with 50K atom-mapped reactions and 10 reaction types from USPTO. The task is: Predict the reactants needed to synthesize the given product. (1) Given the product O=C(OC1CCCC1)C1CNCCN1C(=O)OCc1ccccc1, predict the reactants needed to synthesize it. The reactants are: CC(C)(C)OC(=O)N1CCN(C(=O)OCc2ccccc2)C(C(=O)OC2CCCC2)C1. (2) Given the product COc1ccc(C(=O)c2cn(Cc3cccc(Br)n3)c3ccc(C)nc3c2=O)cc1F, predict the reactants needed to synthesize it. The reactants are: BrCc1cccc(Br)n1.COc1ccc(C(=O)c2c[nH]c3ccc(C)nc3c2=O)cc1F. (3) The reactants are: COC(=O)c1cc(-c2ccccc2)ccc1NC(=O)OCc1ccc(-c2ccccc2)cc1. Given the product O=C(Nc1ccc(-c2ccccc2)cc1C(=O)O)OCc1ccc(-c2ccccc2)cc1, predict the reactants needed to synthesize it. (4) Given the product COc1ncccc1CN1CCC(C=O)CC1, predict the reactants needed to synthesize it. The reactants are: COc1ncccc1CN1CCC(CO)CC1. (5) Given the product COc1cc2c(c3c1OC(C)(C)C3)C(c1cccc(OCC(=O)O)c1)=NC(C)(C)C2, predict the reactants needed to synthesize it. The reactants are: COC(=O)COc1cccc(C2=NC(C)(C)Cc3cc(OC)c4c(c32)CC(C)(C)O4)c1. (6) Given the product FC(F)(F)c1cc(Br)ccc1CBr, predict the reactants needed to synthesize it. The reactants are: Cc1ccc(Br)cc1C(F)(F)F.O=C1CCC(=O)N1Br. (7) Given the product O=Cc1c(F)ccc(OCC(F)(F)F)c1Cl, predict the reactants needed to synthesize it. The reactants are: CN(C)C=O.Fc1ccc(OCC(F)(F)F)c(Cl)c1. (8) The reactants are: CN.OC(CCl)c1ncccn1. Given the product CNCC(O)c1ncccn1, predict the reactants needed to synthesize it. (9) Given the product O=Cc1cncc(Br)c1, predict the reactants needed to synthesize it. The reactants are: OCc1cncc(Br)c1.